This data is from Full USPTO retrosynthesis dataset with 1.9M reactions from patents (1976-2016). The task is: Predict the reactants needed to synthesize the given product. (1) Given the product [C:1]([C:8]1[C:17]2[C:12](=[CH:13][CH:14]=[CH:15][CH:16]=2)[C:11]([C:18]([OH:20])=[O:19])=[C:10]([CH2:22][NH2:23])[CH:9]=1)([O:3][C:4]([CH3:7])([CH3:6])[CH3:5])=[O:2], predict the reactants needed to synthesize it. The reactants are: [C:1]([C:8]1[C:17]2[C:12](=[CH:13][CH:14]=[CH:15][CH:16]=2)[C:11]([C:18]([O:20]C)=[O:19])=[C:10]([CH2:22][NH2:23])[CH:9]=1)([O:3][C:4]([CH3:7])([CH3:6])[CH3:5])=[O:2].[OH-].[Na+]. (2) Given the product [NH2:1][C:4]1[CH:21]=[CH:20][C:7]2[N:8]([CH:12]([C:14]3[CH:19]=[CH:18][CH:17]=[CH:16][CH:15]=3)[CH3:13])[C:9](=[O:11])[O:10][C:6]=2[CH:5]=1, predict the reactants needed to synthesize it. The reactants are: [N+:1]([C:4]1[CH:21]=[CH:20][C:7]2[N:8]([CH:12]([C:14]3[CH:19]=[CH:18][CH:17]=[CH:16][CH:15]=3)[CH3:13])[C:9](=[O:11])[O:10][C:6]=2[CH:5]=1)([O-])=O. (3) Given the product [N:1]1([CH2:5][C@@H:6]([NH:10][CH2:11][CH3:12])[CH:7]([CH3:9])[CH3:8])[CH2:4][CH2:3][CH2:2]1, predict the reactants needed to synthesize it. The reactants are: [N:1]1([CH2:5][C@@H:6]([NH2:10])[CH:7]([CH3:9])[CH3:8])[CH2:4][CH2:3][CH2:2]1.[CH:11](=O)[CH3:12].[Na].O. (4) Given the product [Cl:4][C:5]1[CH:10]=[CH:9][C:8]([CH2:11][C:12]([CH3:1])([OH:14])[CH3:13])=[CH:7][C:6]=1[F:15], predict the reactants needed to synthesize it. The reactants are: [CH3:1][Mg]Br.[Cl:4][C:5]1[CH:10]=[CH:9][C:8]([CH2:11][C:12](=[O:14])[CH3:13])=[CH:7][C:6]=1[F:15]. (5) The reactants are: C(O[C:6](=O)[N:7](C)[CH:8]([C:20]1[O:24][N:23]=[C:22]([CH3:25])[N:21]=1)[CH2:9][C:10]1[CH:19]=[CH:18][C:17]2[C:12](=[CH:13][CH:14]=[CH:15][CH:16]=2)[CH:11]=1)(C)(C)C.[ClH:28]. Given the product [ClH:28].[CH3:6][NH:7][CH:8]([C:20]1[O:24][N:23]=[C:22]([CH3:25])[N:21]=1)[CH2:9][C:10]1[CH:19]=[CH:18][C:17]2[C:12](=[CH:13][CH:14]=[CH:15][CH:16]=2)[CH:11]=1, predict the reactants needed to synthesize it.